From a dataset of Forward reaction prediction with 1.9M reactions from USPTO patents (1976-2016). Predict the product of the given reaction. (1) Given the reactants [C:1]([C:4]12[CH2:11][CH2:10][C:7]([NH:12][CH2:13][C:14]([N:16]3[CH2:20][C@@H:19]([F:21])[CH2:18][C@H:17]3[C:22]#[N:23])=[O:15])([CH2:8][CH2:9]1)[CH2:6][CH2:5]2)([OH:3])=O.[S:24]([NH2:34])(=[O:33])([C:26]1[CH:31]=[CH:30][C:29]([NH2:32])=[CH:28][CH:27]=1)=[O:25], predict the reaction product. The product is: [NH2:34][S:24]([C:26]1[CH:27]=[CH:28][C:29]([NH:32][C:1]([C:4]23[CH2:9][CH2:8][C:7]([NH:12][CH2:13][C:14]([N:16]4[CH2:20][C@@H:19]([F:21])[CH2:18][C@H:17]4[C:22]#[N:23])=[O:15])([CH2:6][CH2:5]2)[CH2:10][CH2:11]3)=[O:3])=[CH:30][CH:31]=1)(=[O:25])=[O:33]. (2) Given the reactants [NH4+].[N:2]#[C:3][S-:4].[NH2:5][C:6]1[CH:13]=[CH:12][C:9]([C:10]#[N:11])=[CH:8][CH:7]=1, predict the reaction product. The product is: [C:10]([C:9]1[CH:12]=[CH:13][C:6]([NH:5][C:3]([NH2:2])=[S:4])=[CH:7][CH:8]=1)#[N:11].